Dataset: Peptide-MHC class II binding affinity with 134,281 pairs from IEDB. Task: Regression. Given a peptide amino acid sequence and an MHC pseudo amino acid sequence, predict their binding affinity value. This is MHC class II binding data. (1) The peptide sequence is CGRRHSVRIRVRSGG. The MHC is DRB1_1501 with pseudo-sequence DRB1_1501. The binding affinity (normalized) is 0.334. (2) The peptide sequence is KFIPALEAAVKQAYAATVAT. The MHC is DRB1_0401 with pseudo-sequence DRB1_0401. The binding affinity (normalized) is 0.209. (3) The peptide sequence is AQVRADRILALDADP. The MHC is DRB1_1101 with pseudo-sequence DRB1_1101. The binding affinity (normalized) is 0.274. (4) The peptide sequence is QIELAELTDFALMVK. The MHC is DRB1_0101 with pseudo-sequence DRB1_0101. The binding affinity (normalized) is 0.616.